Task: Predict the product of the given reaction.. Dataset: Forward reaction prediction with 1.9M reactions from USPTO patents (1976-2016) The product is: [Br:1][C:2]1[CH:3]=[CH:4][C:5]([O:10][CH3:11])=[C:6]([CH:7]2[O:14][CH2:13][CH2:12][O:8]2)[CH:9]=1. Given the reactants [Br:1][C:2]1[CH:3]=[CH:4][C:5]([O:10][CH3:11])=[C:6]([CH:9]=1)[CH:7]=[O:8].[CH2:12](O)[CH2:13][OH:14].O.C1(C)C=CC(S(O)(=O)=O)=CC=1, predict the reaction product.